Dataset: Catalyst prediction with 721,799 reactions and 888 catalyst types from USPTO. Task: Predict which catalyst facilitates the given reaction. (1) Reactant: C(O[BH-](OC(=O)C)OC(=O)C)(=O)C.[Na+].O=[C:16]1[CH2:21][CH2:20][N:19]([C:22]([O:24][CH2:25][C:26]2[CH:31]=[CH:30][CH:29]=[CH:28][CH:27]=2)=[O:23])[CH2:18][CH2:17]1.[C:32]([O:36][C:37](=[O:46])[CH2:38][O:39][CH:40]1[CH2:45][CH2:44][NH:43][CH2:42][CH2:41]1)([CH3:35])([CH3:34])[CH3:33].[OH-].[Na+]. Product: [C:32]([O:36][C:37]([CH2:38][O:39][CH:40]1[CH2:41][CH2:42][N:43]([CH:16]2[CH2:21][CH2:20][N:19]([C:22]([O:24][CH2:25][C:26]3[CH:31]=[CH:30][CH:29]=[CH:28][CH:27]=3)=[O:23])[CH2:18][CH2:17]2)[CH2:44][CH2:45]1)=[O:46])([CH3:35])([CH3:33])[CH3:34]. The catalyst class is: 49. (2) Reactant: C[O:2][C:3]([C:5]1[CH:10]=[CH:9][C:8]([O:11][CH2:12][C:13]2[C:14]([C:19]3[CH:24]=[CH:23][CH:22]=[CH:21][N:20]=3)=[N:15][O:16][C:17]=2[CH3:18])=[CH:7][N:6]=1)=[O:4].O.[OH-].[Li+].CO. Product: [CH3:18][C:17]1[O:16][N:15]=[C:14]([C:19]2[CH:24]=[CH:23][CH:22]=[CH:21][N:20]=2)[C:13]=1[CH2:12][O:11][C:8]1[CH:9]=[CH:10][C:5]([C:3]([OH:4])=[O:2])=[N:6][CH:7]=1. The catalyst class is: 20. (3) Reactant: [H-].[Na+].[Si:3]([O:10][CH2:11][CH2:12][CH2:13][OH:14])([C:6]([CH3:9])([CH3:8])[CH3:7])([CH3:5])[CH3:4].Cl[C:16]1[C:21]([CH3:22])=[C:20]([CH2:23][NH:24][CH:25]2[CH2:27][CH2:26]2)[CH:19]=[CH:18][N:17]=1. Product: [Si:3]([O:10][CH2:11][CH2:12][CH2:13][O:14][C:16]1[C:21]([CH3:22])=[C:20]([CH2:23][NH:24][CH:25]2[CH2:27][CH2:26]2)[CH:19]=[CH:18][N:17]=1)([C:6]([CH3:8])([CH3:9])[CH3:7])([CH3:5])[CH3:4]. The catalyst class is: 11. (4) Reactant: [F:1][C:2]1[CH:3]=[C:4]([C:8]2[C:17]([N:18]([CH:20]([CH3:22])[CH3:21])[CH3:19])=[N:16][C:15]3[C:10](=[CH:11][CH:12]=[C:13]([C:23]([O:25]C)=[O:24])[CH:14]=3)[N:9]=2)[CH:5]=[CH:6][CH:7]=1.CO.[OH-].[Na+]. Product: [F:1][C:2]1[CH:3]=[C:4]([C:8]2[C:17]([N:18]([CH:20]([CH3:22])[CH3:21])[CH3:19])=[N:16][C:15]3[C:10](=[CH:11][CH:12]=[C:13]([C:23]([OH:25])=[O:24])[CH:14]=3)[N:9]=2)[CH:5]=[CH:6][CH:7]=1. The catalyst class is: 6. (5) Reactant: [I:1][C:2]1[CH:47]=[CH:46][C:5]([CH2:6][N:7]([CH2:20][C:21]2[N:22]([CH2:26][C:27]([N:29]([CH2:38][C:39]([O:41]C(C)(C)C)=[O:40])[CH2:30][C:31]([O:33]C(C)(C)C)=[O:32])=[O:28])[CH:23]=[CH:24][N:25]=2)[CH2:8][CH2:9][C:10]2[CH:15]=[CH:14][C:13]([S:16](=[O:19])(=[O:18])[NH2:17])=[CH:12][CH:11]=2)=[CH:4][CH:3]=1. Product: [I:1][C:2]1[CH:47]=[CH:46][C:5]([CH2:6][N:7]([CH2:20][C:21]2[N:22]([CH2:26][C:27]([N:29]([CH2:30][C:31]([OH:33])=[O:32])[CH2:38][C:39]([OH:41])=[O:40])=[O:28])[CH:23]=[CH:24][N:25]=2)[CH2:8][CH2:9][C:10]2[CH:11]=[CH:12][C:13]([S:16](=[O:19])(=[O:18])[NH2:17])=[CH:14][CH:15]=2)=[CH:4][CH:3]=1. The catalyst class is: 157. (6) Reactant: [F:1][C:2]1([F:12])[O:6][C:5]2[CH:7]=[CH:8][CH:9]=[C:10]([NH2:11])[C:4]=2[O:3]1.[C:13]([O:17][C:18](=[O:26])[N:19]([CH2:23][CH2:24]Cl)[CH2:20][CH2:21]Cl)([CH3:16])([CH3:15])[CH3:14].[H-].[Na+]. Product: [C:13]([O:17][C:18]([N:19]1[CH2:23][CH2:24][N:11]([C:10]2[C:4]3[O:3][C:2]([F:1])([F:12])[O:6][C:5]=3[CH:7]=[CH:8][CH:9]=2)[CH2:21][CH2:20]1)=[O:26])([CH3:16])([CH3:15])[CH3:14]. The catalyst class is: 3. (7) Reactant: [NH:1]1[CH2:5][CH2:4][CH2:3][C:2]1=[O:6].[H-].[Na+].[CH2:9]([O:11][C:12]([C:14]1[C:15](Cl)=[N:16][C:17]2[C:22]([C:23]=1[C:24]1[CH:29]=[CH:28][CH:27]=[CH:26][CH:25]=1)=[CH:21][C:20]([Cl:30])=[CH:19][CH:18]=2)=[O:13])[CH3:10]. Product: [CH2:9]([O:11][C:12]([C:14]1[C:15]([N:1]2[CH2:5][CH2:4][CH2:3][C:2]2=[O:6])=[N:16][C:17]2[C:22]([C:23]=1[C:24]1[CH:29]=[CH:28][CH:27]=[CH:26][CH:25]=1)=[CH:21][C:20]([Cl:30])=[CH:19][CH:18]=2)=[O:13])[CH3:10]. The catalyst class is: 1. (8) Reactant: [CH:1]1([C:4]2[CH:11]=[CH:10][C:9]([CH:12]=[O:13])=[CH:8][C:5]=2[C:6]#[N:7])[CH2:3][CH2:2]1.[BH4-].[Na+]. Product: [CH:1]1([C:4]2[CH:11]=[CH:10][C:9]([CH2:12][OH:13])=[CH:8][C:5]=2[C:6]#[N:7])[CH2:2][CH2:3]1. The catalyst class is: 5. (9) Reactant: C([O:3][C:4](=[O:31])[CH2:5][N:6]([CH2:13][C:14]1[CH:19]=[CH:18][C:17]([CH2:20][C:21]([CH3:30])([CH3:29])[C:22]([O:24][C:25]([CH3:28])([CH3:27])[CH3:26])=[O:23])=[CH:16][CH:15]=1)[CH2:7][C:8]1[O:9][CH:10]=[CH:11][CH:12]=1)C.[OH-].[Na+]. Product: [C:25]([O:24][C:22](=[O:23])[C:21]([CH3:30])([CH3:29])[CH2:20][C:17]1[CH:18]=[CH:19][C:14]([CH2:13][N:6]([CH2:7][C:8]2[O:9][CH:10]=[CH:11][CH:12]=2)[CH2:5][C:4]([OH:31])=[O:3])=[CH:15][CH:16]=1)([CH3:28])([CH3:26])[CH3:27]. The catalyst class is: 8.